This data is from Reaction yield outcomes from USPTO patents with 853,638 reactions. The task is: Predict the reaction yield, written as a fraction of the theoretical maximum amount of product (1.0 means a 100% yield; for example, 0.34 means a 34% yield). (1) The reactants are [Cl:1][C:2]1[CH:7]=[CH:6][C:5]([O:8][CH3:9])=[CH:4][C:3]=1[C:10]1[CH:20]=[C:19]([CH3:21])[C:13]2[N:14]=[C:15]([NH2:18])[N:16]=[N:17][C:12]=2[CH:11]=1.Br[C:23]1[CH:28]=[CH:27][C:26]([C:29]([N:31]2[CH2:36][CH2:35][N:34]([CH3:37])[CH2:33][CH2:32]2)=[O:30])=[CH:25][CH:24]=1.C(=O)([O-])[O-].[Cs+].[Cs+].C1(P(C2C=CC=CC=2)C2C3OC4C(=CC=CC=4P(C4C=CC=CC=4)C4C=CC=CC=4)C(C)(C)C=3C=CC=2)C=CC=CC=1. The catalyst is [Pd].[Pd].C(=CC(C=CC1C=CC=CC=1)=O)C1C=CC=CC=1.C(=CC(C=CC1C=CC=CC=1)=O)C1C=CC=CC=1.C(=CC(C=CC1C=CC=CC=1)=O)C1C=CC=CC=1. The product is [Cl:1][C:2]1[CH:7]=[CH:6][C:5]([O:8][CH3:9])=[CH:4][C:3]=1[C:10]1[CH:20]=[C:19]([CH3:21])[C:13]2[N:14]=[C:15]([NH:18][C:23]3[CH:24]=[CH:25][C:26]([C:29]([N:31]4[CH2:36][CH2:35][N:34]([CH3:37])[CH2:33][CH2:32]4)=[O:30])=[CH:27][CH:28]=3)[N:16]=[N:17][C:12]=2[CH:11]=1. The yield is 0.580. (2) The reactants are [CH2:1]([O:4][CH2:5][CH2:6][CH2:7][CH2:8][CH2:9][CH2:10][OH:11])[CH2:2][CH3:3].C1C=C[NH+]=CC=1.C1C=C[NH+]=CC=1.[O-][Cr](O[Cr]([O-])(=O)=O)(=O)=O.ClCCl.C([O-])(=O)C.[Na+]. The catalyst is C(OCC)(=O)C. The product is [CH2:1]([O:4][CH2:5][CH2:6][CH2:7][CH2:8][CH2:9][CH:10]=[O:11])[CH2:2][CH3:3]. The yield is 0.710. (3) The reactants are [CH3:1][C:2]([CH3:6])=[CH:3][CH2:4][OH:5].[C:7]([O:11][C:12]([NH:14][CH2:15][C:16](O)=[O:17])=[O:13])([CH3:10])([CH3:9])[CH3:8].C1CCC(N=C=NC2CCCCC2)CC1. The catalyst is CN(C1C=CN=CC=1)C.C(Cl)Cl. The product is [C:7]([O:11][C:12]([NH:14][CH2:15][C:16]([O:5][CH2:4][CH:3]=[C:2]([CH3:6])[CH3:1])=[O:17])=[O:13])([CH3:10])([CH3:9])[CH3:8]. The yield is 0.992. (4) The reactants are [CH2:1]([NH:3][C:4](=[O:28])[NH:5][C:6]1[N:11]=[CH:10][C:9]([C:12]2[S:13][C:14]([C:23]([O:25]CC)=[O:24])=[C:15]([C:17](=[O:22])[NH:18][CH:19]([CH3:21])[CH3:20])[N:16]=2)=[CH:8][CH:7]=1)[CH3:2].[OH-].[Li+]. The catalyst is CO. The product is [CH2:1]([NH:3][C:4](=[O:28])[NH:5][C:6]1[N:11]=[CH:10][C:9]([C:12]2[S:13][C:14]([C:23]([OH:25])=[O:24])=[C:15]([C:17](=[O:22])[NH:18][CH:19]([CH3:21])[CH3:20])[N:16]=2)=[CH:8][CH:7]=1)[CH3:2]. The yield is 0.762. (5) The reactants are [C:1](=[O:11])([O:3][CH2:4][C:5]1[CH:10]=[CH:9][CH:8]=[CH:7][CH:6]=1)[NH2:2].[OH-:12].[Na+].Cl[O:15][CH2:16][CH2:17][CH2:18][CH3:19].[CH3:20][O:21][C:22]1[CH:33]=[CH:32]C(C=CC(OC)=O)=[CH:24][CH:23]=1.[CH2:34]([OH:37])[CH2:35]C. The catalyst is O.CC[C@@H]1[C@@H]2C[C@H]([C@@H](OC3C4C(=CC=CC=4)C(O[C@@H](C4C=CN=C5C=4C=C(OC)C=C5)[C@@H]4N5C[C@H](CC)[C@@H](CC5)C4)=NN=3)C3C=CN=C4C=3C=C(OC)C=C4)N(CC2)C1. The product is [CH2:4]([O:3][C:1]([NH:2][C@H:18]([C:19]1[CH:32]=[CH:33][C:22]([O:21][CH3:20])=[CH:23][CH:24]=1)[C@H:17]([OH:12])[C:16]([O:37][CH2:34][CH3:35])=[O:15])=[O:11])[C:5]1[CH:6]=[CH:7][CH:8]=[CH:9][CH:10]=1. The yield is 0.670. (6) The reactants are CON(C)[C:4]([C:6]1[CH:7]=[CH:8][CH:9]=[C:10]2[C:15]=1[N:14]=[CH:13][CH:12]=[CH:11]2)=[O:5].[CH3:17][Mg]I.C(OCC)C. The catalyst is C1COCC1.C(=O)=O. The product is [N:14]1[C:15]2[C:10](=[CH:9][CH:8]=[CH:7][C:6]=2[C:4](=[O:5])[CH3:17])[CH:11]=[CH:12][CH:13]=1. The yield is 0.830.